Dataset: Full USPTO retrosynthesis dataset with 1.9M reactions from patents (1976-2016). Task: Predict the reactants needed to synthesize the given product. Given the product [C:41]([O:5][C:3](=[O:4])[CH2:2][N:17]([CH2:10][C:11]1[CH:12]=[CH:13][CH:14]=[CH:15][CH:16]=1)[CH2:18][CH2:19][C:20]1[CH:25]=[CH:24][C:23]([O:26][CH2:27][CH2:28][CH2:29][CH2:30][C:31]2[CH:32]=[CH:33][CH:34]=[CH:35][CH:36]=2)=[CH:22][CH:21]=1)([CH3:42])([CH3:43])[CH3:47], predict the reactants needed to synthesize it. The reactants are: Br[CH2:2][C:3]([O:5]CCCC)=[O:4].[CH2:10]([NH:17][CH2:18][CH2:19][C:20]1[CH:25]=[CH:24][C:23]([O:26][CH2:27][CH2:28][CH2:29][CH2:30][C:31]2[CH:36]=[CH:35][CH:34]=[CH:33][CH:32]=2)=[CH:22][CH:21]=1)[C:11]1[CH:16]=[CH:15][CH:14]=[CH:13][CH:12]=1.C(N(CC)[CH:41]([CH3:43])[CH3:42])(C)C.O1CCC[CH2:47]1.